Dataset: Forward reaction prediction with 1.9M reactions from USPTO patents (1976-2016). Task: Predict the product of the given reaction. Given the reactants C(NC(C)C)(C)C.C([Li])CCC.[OH:13][C:14]1[CH:19]=[CH:18][CH:17]=[CH:16][C:15]=1[C:20](=[O:22])[CH3:21].[CH:23]([C:25]1[S:26][CH:27]=[C:28]([C:30]([O:32][CH2:33][CH3:34])=[O:31])[N:29]=1)=[O:24], predict the reaction product. The product is: [OH:24][CH:23]([C:25]1[S:26][CH:27]=[C:28]([C:30]([O:32][CH2:33][CH3:34])=[O:31])[N:29]=1)[CH2:21][C:20]([C:15]1[CH:16]=[CH:17][CH:18]=[CH:19][C:14]=1[OH:13])=[O:22].